Dataset: TCR-epitope binding with 47,182 pairs between 192 epitopes and 23,139 TCRs. Task: Binary Classification. Given a T-cell receptor sequence (or CDR3 region) and an epitope sequence, predict whether binding occurs between them. (1) The epitope is ITEEVGHTDLMAAY. The TCR CDR3 sequence is CASSPGATEAFF. Result: 1 (the TCR binds to the epitope). (2) The epitope is RQLLFVVEV. The TCR CDR3 sequence is CASSLGGEAFF. Result: 1 (the TCR binds to the epitope). (3) The TCR CDR3 sequence is CASSLLTSGGAKDTQYF. The epitope is TLVPQEHYV. Result: 1 (the TCR binds to the epitope). (4) The epitope is GILGFVFTL. The TCR CDR3 sequence is CASSGNEPPQYGETQYF. Result: 1 (the TCR binds to the epitope). (5) The epitope is GLCTLVAML. The TCR CDR3 sequence is CSVEPPETQYF. Result: 1 (the TCR binds to the epitope). (6) The epitope is ITEEVGHTDLMAAY. The TCR CDR3 sequence is CASSLKEREQFF. Result: 1 (the TCR binds to the epitope). (7) The epitope is YLNTLTLAV. The TCR CDR3 sequence is CSVVTTSGRANEQFF. Result: 1 (the TCR binds to the epitope). (8) The epitope is KTSVDCTMYI. The TCR CDR3 sequence is CATSEFSDTQYF. Result: 1 (the TCR binds to the epitope). (9) The epitope is LLWNGPMAV. The TCR CDR3 sequence is CASSLGQDNTGELFF. Result: 0 (the TCR does not bind to the epitope).